This data is from Full USPTO retrosynthesis dataset with 1.9M reactions from patents (1976-2016). The task is: Predict the reactants needed to synthesize the given product. (1) Given the product [CH2:23]([N:30]1[CH2:35][CH2:34][CH:33]([N:36]([CH3:37])[C:18](=[O:20])[CH:17]([O:16][C:12]2[N:13]=[C:14]([CH3:15])[C:9]([NH:8][C:6](=[O:7])[O:5][C:1]([CH3:2])([CH3:3])[CH3:4])=[C:10]([CH3:22])[N:11]=2)[CH3:21])[CH2:32][CH2:31]1)[C:24]1[CH:25]=[CH:26][CH:27]=[CH:28][CH:29]=1, predict the reactants needed to synthesize it. The reactants are: [C:1]([O:5][C:6]([NH:8][C:9]1[C:10]([CH3:22])=[N:11][C:12]([O:16][CH:17]([CH3:21])[C:18]([OH:20])=O)=[N:13][C:14]=1[CH3:15])=[O:7])([CH3:4])([CH3:3])[CH3:2].[CH2:23]([N:30]1[CH2:35][CH2:34][CH:33]([NH:36][CH3:37])[CH2:32][CH2:31]1)[C:24]1[CH:29]=[CH:28][CH:27]=[CH:26][CH:25]=1. (2) Given the product [C:51]([S:47][CH2:46][CH2:45][NH:44][C:42](=[O:43])[CH2:41][CH2:40][NH:39][C:37](=[O:38])[C@H:36]([OH:48])[C:2]([CH3:1])([CH3:3])[CH2:4][O:5][P:6]([OH:8])(=[O:7])[O:9][P:10]([OH:12])(=[O:11])[O:13][CH2:14][C@H:15]1[O:19][C@@H:18]([N:20]2[C:24]3[N:25]=[CH:26][N:27]=[C:28]([NH2:29])[C:23]=3[N:22]=[CH:21]2)[C@H:17]([OH:30])[C@@H:16]1[O:31][P:32]([OH:35])([OH:34])=[O:33])(=[O:50])/[CH:52]=[CH:53]/[CH3:54], predict the reactants needed to synthesize it. The reactants are: [CH3:1][C:2]([C@@H:36]([OH:48])[C:37]([NH:39][CH2:40][CH2:41][C:42]([NH:44][CH2:45][CH2:46][SH:47])=[O:43])=[O:38])([CH2:4][O:5][P:6]([O:9][P:10]([O:13][CH2:14][C@H:15]1[O:19][C@@H:18]([N:20]2[C:24]3[N:25]=[CH:26][N:27]=[C:28]([NH2:29])[C:23]=3[N:22]=[CH:21]2)[C@H:17]([OH:30])[C@@H:16]1[O:31][P:32]([OH:35])([OH:34])=[O:33])([OH:12])=[O:11])([OH:8])=[O:7])[CH3:3].C[O:50][C:51]1C(O)=C(OC)[CH:54]=[C:53](/C=C/C(O)=O)[CH:52]=1.